Regression. Given a peptide amino acid sequence and an MHC pseudo amino acid sequence, predict their binding affinity value. This is MHC class I binding data. From a dataset of Peptide-MHC class I binding affinity with 185,985 pairs from IEDB/IMGT. The binding affinity (normalized) is 1.00. The MHC is HLA-A01:01 with pseudo-sequence HLA-A01:01. The peptide sequence is VTDTALAYF.